This data is from Full USPTO retrosynthesis dataset with 1.9M reactions from patents (1976-2016). The task is: Predict the reactants needed to synthesize the given product. (1) Given the product [CH2:31]([O:35][C:23]1[CH:24]=[C:25]([CH:28]=[CH:29][CH:30]=1)[C:26]#[N:27])[CH2:32][CH2:33][CH3:34], predict the reactants needed to synthesize it. The reactants are: CC1C=C2C(N=CC=C2)=C2C=1C=CC=N2.C([O-])([O-])=O.[Cs+].[Cs+].I[C:23]1[CH:24]=[C:25]([CH:28]=[CH:29][CH:30]=1)[C:26]#[N:27].[CH2:31]([OH:35])[CH2:32][CH2:33][CH3:34]. (2) Given the product [CH:35]1([NH:34][C:32](=[O:33])[CH2:31][N:26]2[CH2:27][CH2:28][N:23]([CH2:22][C:18]3[CH:19]=[CH:20][CH:21]=[C:16]([NH:15][C:11]4[CH:10]=[C:9]([O:8][C:7]5[C:2]([CH3:1])=[N:3][C:4]([CH3:29])=[CH:5][CH:6]=5)[CH:14]=[CH:13][N:12]=4)[CH:17]=3)[CH2:24][CH2:25]2)[CH2:37][CH2:36]1, predict the reactants needed to synthesize it. The reactants are: [CH3:1][C:2]1[C:7]([O:8][C:9]2[CH:14]=[CH:13][N:12]=[C:11]([NH:15][C:16]3[CH:21]=[CH:20][CH:19]=[C:18]([CH2:22][N:23]4[CH2:28][CH2:27][NH:26][CH2:25][CH2:24]4)[CH:17]=3)[CH:10]=2)=[CH:6][CH:5]=[C:4]([CH3:29])[N:3]=1.Cl[CH2:31][C:32]([NH:34][CH:35]1[CH2:37][CH2:36]1)=[O:33].C(N(C)CC)C. (3) Given the product [C:1]([O:5][C:6]([N:8]1[CH2:12][CH2:11][C@@H:10]([N:26]2[CH2:27][CH2:28][CH2:29][C@@H:25]2[CH3:24])[CH2:9]1)=[O:7])([CH3:2])([CH3:3])[CH3:4], predict the reactants needed to synthesize it. The reactants are: [C:1]([O:5][C:6]([N:8]1[CH2:12][CH2:11][C@H:10](OS(C2C=CC(C)=CC=2)(=O)=O)[CH2:9]1)=[O:7])([CH3:4])([CH3:3])[CH3:2].[CH3:24][C@H:25]1[CH2:29][CH2:28][CH2:27][NH:26]1.C([O-])([O-])=O.[K+].[K+]. (4) The reactants are: [N+:1]([C:4]1[CH:22]=[CH:21][C:7]([O:8][C:9]2[CH:14]=[CH:13][N:12]=[C:11]([NH:15][C:16](=[O:20])[N:17]([CH3:19])[CH3:18])[CH:10]=2)=[CH:6][CH:5]=1)([O-])=O.[H][H]. Given the product [NH2:1][C:4]1[CH:22]=[CH:21][C:7]([O:8][C:9]2[CH:14]=[CH:13][N:12]=[C:11]([NH:15][C:16](=[O:20])[N:17]([CH3:19])[CH3:18])[CH:10]=2)=[CH:6][CH:5]=1, predict the reactants needed to synthesize it. (5) Given the product [NH:21]1[CH2:22][CH2:23][O:24][CH:19]([CH:12]([C:13]2[CH:18]=[CH:17][CH:16]=[CH:15][CH:14]=2)[O:11][C:6]2[CH:7]=[CH:8][CH:9]=[CH:10][C:5]=2[CH2:4][OH:3])[CH2:20]1, predict the reactants needed to synthesize it. The reactants are: C([O:3][C:4](=O)[C:5]1[CH:10]=[CH:9][CH:8]=[CH:7][C:6]=1[O:11][CH:12]([CH:19]1[O:24][CH2:23][C:22](=O)[NH:21][CH2:20]1)[C:13]1[CH:18]=[CH:17][CH:16]=[CH:15][CH:14]=1)C.[OH-].[Na+]. (6) Given the product [F:1][C:2]1[CH:3]=[C:4]2[C:12](=[CH:13][CH:14]=1)[NH:11][C:10]1[CH2:9][CH2:8][C@H:7]([CH2:15][NH2:17])[CH2:6][C:5]2=1, predict the reactants needed to synthesize it. The reactants are: [F:1][C:2]1[CH:3]=[C:4]2[C:12](=[CH:13][CH:14]=1)[NH:11][C:10]1[CH2:9][CH2:8][C@H:7]([C:15]([NH2:17])=O)[CH2:6][C:5]2=1.[H-].[Al+3].[Li+].[H-].[H-].[H-]. (7) Given the product [NH2:10][C:11]1[CH:12]=[C:13]([C:17]([NH:19][C:20]2[CH:21]=[C:22]([C:26]([OH:28])=[O:27])[N:23]([CH3:25])[CH:24]=2)=[O:18])[N:14]([CH3:16])[CH:15]=1, predict the reactants needed to synthesize it. The reactants are: [Li+].[OH-].C(OC([NH:10][C:11]1[CH:12]=[C:13]([C:17]([NH:19][C:20]2[CH:21]=[C:22]([C:26]([O:28]C)=[O:27])[N:23]([CH3:25])[CH:24]=2)=[O:18])[N:14]([CH3:16])[CH:15]=1)=O)(C)(C)C. (8) Given the product [OH:24][CH2:23][CH2:22][CH2:21][N:20]([CH3:19])[C:16](=[O:17])[O:15][CH2:14][CH:12]1[C:11]2[CH:10]=[CH:9][CH:8]=[CH:7][C:6]=2[C:5]2[C:13]1=[CH:1][CH:2]=[CH:3][CH:4]=2, predict the reactants needed to synthesize it. The reactants are: [CH:1]1[C:13]2[CH:12]([CH2:14][O:15][C:16](Cl)=[O:17])[C:11]3[C:6](=[CH:7][CH:8]=[CH:9][CH:10]=3)[C:5]=2[CH:4]=[CH:3][CH:2]=1.[CH3:19][NH:20][CH2:21][CH2:22][CH2:23][OH:24].C(N(CC)CC)C. (9) Given the product [CH3:1][N:2]1[CH:6]=[C:5]([C:7]2[CH:8]=[C:9]3[C:14](=[CH:15][CH:16]=2)[N:13]([C:17]2[C:21]4[CH2:22][N:23]([C:26](=[O:28])[CH3:27])[CH2:24][CH2:25][C:20]=4[N:19]([CH:41]4[CH2:42][CH2:43][CH2:44][O:40]4)[N:18]=2)[CH2:12][CH2:11][CH2:10]3)[CH:4]=[N:3]1, predict the reactants needed to synthesize it. The reactants are: [CH3:1][N:2]1[CH:6]=[C:5]([C:7]2[CH:8]=[C:9]3[C:14](=[CH:15][CH:16]=2)[N:13]([C:17]2[C:21]4[CH2:22][N:23]([C:26](=[O:28])[CH3:27])[CH2:24][CH2:25][C:20]=4[NH:19][N:18]=2)[CH2:12][CH2:11][CH2:10]3)[CH:4]=[N:3]1.C1(C)C=CC(S(O)(=O)=O)=CC=1.[O:40]1[CH:44]=[CH:43][CH2:42][CH2:41]1.O. (10) Given the product [CH2:1]([O:3][C:4](=[O:23])[CH:5]([N:6]([CH:20]1[CH2:22][CH2:21]1)[C:7](=[O:19])[C:8]1[CH:9]=[CH:10][C:11]([O:14][C:15]([F:16])([F:17])[F:18])=[CH:12][CH:13]=1)[C:36]([C:33]1[N:34]=[CH:35][N:31]([CH2:24][C:25]2[CH:30]=[CH:29][CH:28]=[CH:27][CH:26]=2)[N:32]=1)=[O:37])[CH3:2], predict the reactants needed to synthesize it. The reactants are: [CH2:1]([O:3][C:4](=[O:23])[CH2:5][N:6]([CH:20]1[CH2:22][CH2:21]1)[C:7](=[O:19])[C:8]1[CH:13]=[CH:12][C:11]([O:14][C:15]([F:18])([F:17])[F:16])=[CH:10][CH:9]=1)[CH3:2].[CH2:24]([N:31]1[CH:35]=[N:34][C:33]([C:36](O)=[O:37])=[N:32]1)[C:25]1[CH:30]=[CH:29][CH:28]=[CH:27][CH:26]=1.